From a dataset of Experimentally validated miRNA-target interactions with 360,000+ pairs, plus equal number of negative samples. Binary Classification. Given a miRNA mature sequence and a target amino acid sequence, predict their likelihood of interaction. (1) The miRNA is hsa-miR-29c-3p with sequence UAGCACCAUUUGAAAUCGGUUA. The protein sequence of the target gene is MQPAIQVWFGEDLPLSPRSPLTPRHGPGLANVCQYDEWIAVRHEATLLPMQEDLSIWLSGLLGIKVKAEKLLEELDNGVLLCQLIDVLQNMVKTCNSEESGNFPMRKVPCKKDAASGSFFARDNTANFLHWCRDIGVDETYLFESEGLVLHKDPRQVYLCLLEIGRIVSRYGVEPPVLVKLEKEIELEETLLNTSGPEDSISIPKSCCRHEELHEAVKHIAEDPPCSCSHRFSIEYLSEGRYRLGDKILFIRMLHGKHVMVRVGGGWDTLQGFLLKYDPCRILQFATLEQKILAFQKGVS.... Result: 1 (interaction). (2) The miRNA is hsa-miR-193b-3p with sequence AACUGGCCCUCAAAGUCCCGCU. The protein sequence of the target gene is MCGNNMSTPLPAIVPAARKATAAVIFLHGLGDTGHGWAEAFAGIRSSHIKYICPHAPVRPVTLNMNVAMPSWFDIIGLSPDSQEDESGIKQAAENIKALIDQEVKNGIPSNRIILGGFSQGGALSLYTALTTQQKLAGVTALSCWLPLRASFPQGPIGGANRDISILQCHGDCDPLVPLMFGSLTVEKLKTLVNPANVTFKTYEGMMHSSCQQEMMDVKQFIDKLLPPID. Result: 1 (interaction). (3) The miRNA is hsa-miR-6787-5p with sequence UGGCGGGGGUAGAGCUGGCUGC. The protein sequence of the target gene is MASPTLSPDSSSQEALSAPTCSPTSDSENLSPDELELLAKLEEQNRLLEADSKSMRSMNGSRRNSGSSLVSSSSASSNLSHLEEDTWILWGRIANEWEEWRRRKEKLLKELIRKGIPHHFRAIVWQLLCSATDMPVKNQYSELLKMSSPCEKLIRRDIARTYPEHEFFKGQDSLGQEVLFNVMKAYSLVDREVGYCQGSAFIVGLLLMQMPEEEAFCVFVRLMQEYRLRELFKPSMAELGLCIYQFEYMLQEQLPDLNTHFRSQSFHTSMYASSWFLTLFLTTFPLPVATRVFDIFMYEG.... Result: 1 (interaction). (4) The miRNA is hsa-miR-2277-3p with sequence UGACAGCGCCCUGCCUGGCUC. The protein sequence of the target gene is MNSGTPPPSPSGPPPPPAPQPQARARLNATASLEQDKIEPPRAPRPQADPSAGRSAGEAAAPEPRAPQTGSREETDRAGPMKADVEIPFEEVLEKAKAGDPKAQTEVGKHYLRLANDADEELNSCSAVAWLILAAKQGRREAVKLLRRCLADRKGITSENEAEVKQLSSETDLERAVRKAALVMYWKLNPKKKKQVAVSELLENVGQVNEQDGGAQPGPVPKSLQKQRRMLERLVSSESKNYIALDDFVELTKKYAKGIIPTNLFLQDEDEDEDELAGKSPEDLPLRQKVVKYPLHAIME.... Result: 0 (no interaction). (5) The miRNA is hsa-miR-4671-3p with sequence UUAGUGCAUAGUCUUUGGUCU. The protein sequence of the target gene is MAAATLRTPTQGTVTFEDVAVHFSWEEWGLLDEAQRCLYRDVMLENLALLTSLDVHHQKQHLGEKHFRSNVGRALFVKTCTFHVSGEPSTCREVGKDFLAKLGFLHQQAAHTGEQSNSKSDGGAISHRGKTHYNCGEHTKAFSGKHTLVQQQRTLTTERCYICSECGKSFSKSYSLNDHWRLHTGEKPYECRECGKSFRQSSSLIQHRRVHTAVRPHECDECGKLFSNKSNLIKHRRVHTGERPYECSECGKSFSQRSALLQHRGVHTGERPYECSECGKFFTYHSSLIKHQKVHSGSRP.... Result: 1 (interaction). (6) The miRNA is dre-miR-200b-3p with sequence UAAUACUGCCUGGUAAUGAUGA. The protein sequence of the target gene is MSSSITMSEPRLNWDVTPKNGLKAFFSPENYKDHSMAPSLKELYILSNRRIGENLSVSASSVENEPAVSSATQAKEKVGMILLPKPRVPYPRFSRFSQREQRTYVDLLAKYAKLPSSSKTVGTNTNEYLQYLDMKKHVNEEVNEFLKFLQNSAKKCAQDYNMLSDEARLFTEQLLRACIEQVKKYPEFYTLHEVTSLMGFFPFKTEMGLKLEKTLLVLGSAKFVKTAFPSMPVKLQLSKEDMSSIETPQQKAEVMHCDISKDPNAEKLVSRYHPQIALTSQALFTLLNNHGPSYKEQWEI.... Result: 0 (no interaction).